From a dataset of Reaction yield outcomes from USPTO patents with 853,638 reactions. Predict the reaction yield, written as a fraction of the theoretical maximum amount of product (1.0 means a 100% yield; for example, 0.34 means a 34% yield). (1) The reactants are [C:1]1([OH:7])[CH:6]=[CH:5][CH:4]=[CH:3][CH:2]=1.[H-].[Na+].[H][H].[F:12][C:13]([F:30])([F:29])[CH:14]1[CH2:16][N:15]1[S:17]([C:20]1[C:25]([CH3:26])=[CH:24][C:23]([CH3:27])=[CH:22][C:21]=1[CH3:28])(=[O:19])=[O:18]. The catalyst is CN(C=O)C.[Cl-].[NH4+]. The product is [CH3:28][C:21]1[CH:22]=[C:23]([CH3:27])[CH:24]=[C:25]([CH3:26])[C:20]=1[S:17]([NH:15][CH:14]([CH2:16][O:7][C:1]1[CH:6]=[CH:5][CH:4]=[CH:3][CH:2]=1)[C:13]([F:30])([F:12])[F:29])(=[O:18])=[O:19]. The yield is 0.450. (2) The reactants are [Cl:1][C:2]1[CH:7]=[CH:6][C:5]([NH:8][C:9]2[C:10]([NH2:15])=[CH:11][CH:12]=[CH:13][CH:14]=2)=[CH:4][CH:3]=1.[CH3:16][C:17]([CH3:24])([C:21](Cl)=[O:22])[C:18](Cl)=[O:19]. The catalyst is C1(C)C=CC=CC=1. The product is [Cl:1][C:2]1[CH:7]=[CH:6][C:5]([N:8]2[C:18](=[O:19])[C:17]([CH3:24])([CH3:16])[C:21](=[O:22])[NH:15][C:10]3[CH:11]=[CH:12][CH:13]=[CH:14][C:9]2=3)=[CH:4][CH:3]=1. The yield is 0.580.